This data is from Forward reaction prediction with 1.9M reactions from USPTO patents (1976-2016). The task is: Predict the product of the given reaction. (1) Given the reactants C[O:2][C:3](=[O:36])[CH2:4][CH2:5][C:6]1[CH:11]=[CH:10][C:9]([O:12][C:13]2[CH:18]=[CH:17][CH:16]=[C:15]([O:19][C:20]3[CH:25]=[CH:24][C:23]([Cl:26])=[CH:22][C:21]=3[O:27][C:28]3[CH:33]=[CH:32][CH:31]=[CH:30][C:29]=3[F:34])[CH:14]=2)=[CH:8][C:7]=1[CH3:35].[OH-].[Na+], predict the reaction product. The product is: [Cl:26][C:23]1[CH:24]=[CH:25][C:20]([O:19][C:15]2[CH:14]=[C:13]([CH:18]=[CH:17][CH:16]=2)[O:12][C:9]2[CH:10]=[CH:11][C:6]([CH2:5][CH2:4][C:3]([OH:36])=[O:2])=[C:7]([CH3:35])[CH:8]=2)=[C:21]([O:27][C:28]2[CH:33]=[CH:32][CH:31]=[CH:30][C:29]=2[F:34])[CH:22]=1. (2) The product is: [N+:1]([C:4]1[CH:5]=[C:6]([CH:7]=[CH:8][CH:9]=1)[O:10][CH:16]1[CH2:12][CH2:13][N:14]([C:17]([O:19][C:20]([CH3:23])([CH3:22])[CH3:21])=[O:18])[CH2:15]1)([O-:3])=[O:2]. Given the reactants [N+:1]([C:4]1[CH:5]=[C:6]([OH:10])[CH:7]=[CH:8][CH:9]=1)([O-:3])=[O:2].O[CH:12]1[CH2:16][CH2:15][N:14]([C:17]([O:19][C:20]([CH3:23])([CH3:22])[CH3:21])=[O:18])[CH2:13]1.C1C=CC(P(C2C=CC=CC=2)C2C=CC=CC=2)=CC=1.CCOC(/N=N/C(OCC)=O)=O, predict the reaction product.